Predict the reaction yield, written as a fraction of the theoretical maximum amount of product (1.0 means a 100% yield; for example, 0.34 means a 34% yield). From a dataset of Reaction yield outcomes from USPTO patents with 853,638 reactions. (1) The reactants are [C:1]([O:5][C:6](=[O:26])[C:7]1[CH:12]=[CH:11][C:10](F)=[CH:9][C:8]=1[N:14]([C@@H:21]([CH3:25])[CH2:22][O:23][CH3:24])[C:15](=[O:20])[C:16]([F:19])([F:18])[F:17])([CH3:4])([CH3:3])[CH3:2].[CH3:27][N:28]1[CH2:33][CH2:32][NH:31][CH2:30][CH2:29]1. The catalyst is O1CCCC1. The product is [C:1]([O:5][C:6](=[O:26])[C:7]1[CH:12]=[CH:11][C:10]([N:31]2[CH2:32][CH2:33][N:28]([CH3:27])[CH2:29][CH2:30]2)=[CH:9][C:8]=1[N:14]([C@@H:21]([CH3:25])[CH2:22][O:23][CH3:24])[C:15](=[O:20])[C:16]([F:19])([F:18])[F:17])([CH3:4])([CH3:3])[CH3:2]. The yield is 0.840. (2) The reactants are [Cl:1][C:2]1[CH:14]=[C:13]([O:15][CH2:16][CH:17]=[C:18]([Cl:20])[Cl:19])[CH:12]=[C:11]([Cl:21])[C:3]=1[O:4][CH2:5][CH2:6][CH2:7][CH2:8][CH:9]=O.Cl.[NH2:23][OH:24].Cl. The yield is 0.410. The catalyst is N1C=CC=CC=1. The product is [Cl:1][C:2]1[CH:14]=[C:13]([O:15][CH2:16][CH:17]=[C:18]([Cl:20])[Cl:19])[CH:12]=[C:11]([Cl:21])[C:3]=1[O:4][CH2:5][CH2:6][CH2:7][CH2:8][CH:9]=[N:23][OH:24].